This data is from Forward reaction prediction with 1.9M reactions from USPTO patents (1976-2016). The task is: Predict the product of the given reaction. (1) The product is: [CH:1]([NH:4][C:5]([N:33]1[CH2:32][CH2:31][CH:30]([O:29][C:27]2[CH:28]=[C:23]([N:19]3[C:20]4[C:16](=[CH:15][C:14]([S:11]([CH3:10])(=[O:13])=[O:12])=[CH:22][CH:21]=4)[CH2:17][CH2:18]3)[N:24]=[CH:25][N:26]=2)[CH2:35][CH2:34]1)=[O:6])([CH3:3])[CH3:2]. Given the reactants [CH:1]([N:4]=[C:5]=[O:6])([CH3:3])[CH3:2].ClCCl.[CH3:10][S:11]([C:14]1[CH:15]=[C:16]2[C:20](=[CH:21][CH:22]=1)[N:19]([C:23]1[CH:28]=[C:27]([O:29][CH:30]3[CH2:35][CH2:34][NH:33][CH2:32][CH2:31]3)[N:26]=[CH:25][N:24]=1)[CH2:18][CH2:17]2)(=[O:13])=[O:12], predict the reaction product. (2) Given the reactants C(O[C:4]([CH:6]([CH2:28][C:29]1[CH:34]=[CH:33][CH:32]=[CH:31][CH:30]=1)[CH2:7][CH2:8][N:9]1[C:13]2[CH:14]=[CH:15][CH:16]=[C:17]([CH3:18])[C:12]=2[N:11]=[C:10]1[CH2:19][O:20][C:21]1[CH:26]=[CH:25][C:24]([Cl:27])=[CH:23][CH:22]=1)=[O:5])C.CO.[CH3:37][NH2:38], predict the reaction product. The product is: [CH3:37][NH:38][C:4]([CH:6]([CH2:28][C:29]1[CH:34]=[CH:33][CH:32]=[CH:31][CH:30]=1)[CH2:7][CH2:8][N:9]1[C:13]2[CH:14]=[CH:15][CH:16]=[C:17]([CH3:18])[C:12]=2[N:11]=[C:10]1[CH2:19][O:20][C:21]1[CH:26]=[CH:25][C:24]([Cl:27])=[CH:23][CH:22]=1)=[O:5].